The task is: Regression. Given two drug SMILES strings and cell line genomic features, predict the synergy score measuring deviation from expected non-interaction effect.. This data is from NCI-60 drug combinations with 297,098 pairs across 59 cell lines. (1) Synergy scores: CSS=2.08, Synergy_ZIP=0.768, Synergy_Bliss=2.34, Synergy_Loewe=0.206, Synergy_HSA=-0.148. Drug 1: C1CCN(CC1)CCOC2=CC=C(C=C2)C(=O)C3=C(SC4=C3C=CC(=C4)O)C5=CC=C(C=C5)O. Cell line: NCI-H322M. Drug 2: C1=NC2=C(N1)C(=S)N=CN2. (2) Drug 1: C1C(C(OC1N2C=NC3=C(N=C(N=C32)Cl)N)CO)O. Drug 2: CC1C(C(CC(O1)OC2CC(CC3=C2C(=C4C(=C3O)C(=O)C5=C(C4=O)C(=CC=C5)OC)O)(C(=O)CO)O)N)O.Cl. Cell line: HCC-2998. Synergy scores: CSS=39.4, Synergy_ZIP=-9.90, Synergy_Bliss=-12.1, Synergy_Loewe=-14.1, Synergy_HSA=-10.1. (3) Drug 1: CCC1(CC2CC(C3=C(CCN(C2)C1)C4=CC=CC=C4N3)(C5=C(C=C6C(=C5)C78CCN9C7C(C=CC9)(C(C(C8N6C)(C(=O)OC)O)OC(=O)C)CC)OC)C(=O)OC)O.OS(=O)(=O)O. Drug 2: CC1C(C(CC(O1)OC2CC(CC3=C2C(=C4C(=C3O)C(=O)C5=C(C4=O)C(=CC=C5)OC)O)(C(=O)CO)O)N)O.Cl. Cell line: MDA-MB-435. Synergy scores: CSS=55.2, Synergy_ZIP=-7.71, Synergy_Bliss=-12.2, Synergy_Loewe=-12.1, Synergy_HSA=-10.2. (4) Drug 1: CC=C1C(=O)NC(C(=O)OC2CC(=O)NC(C(=O)NC(CSSCCC=C2)C(=O)N1)C(C)C)C(C)C. Drug 2: CC1=C(C(=CC=C1)Cl)NC(=O)C2=CN=C(S2)NC3=CC(=NC(=N3)C)N4CCN(CC4)CCO. Cell line: CAKI-1. Synergy scores: CSS=67.4, Synergy_ZIP=-2.58, Synergy_Bliss=-3.86, Synergy_Loewe=-44.4, Synergy_HSA=-3.31.